From a dataset of Full USPTO retrosynthesis dataset with 1.9M reactions from patents (1976-2016). Predict the reactants needed to synthesize the given product. (1) Given the product [N:30]1[CH:31]=[CH:32][CH:33]=[C:28]([CH:25]2[CH2:26][CH2:27][N:23]([C:11]([N:4]3[C:5]4[CH:10]=[CH:9][CH:8]=[CH:7][C:6]=4[O:1][CH2:2][CH2:3]3)=[O:13])[CH2:24]2)[CH:29]=1, predict the reactants needed to synthesize it. The reactants are: [O:1]1[C:6]2[CH:7]=[CH:8][CH:9]=[CH:10][C:5]=2[N:4]([C:11]([O:13]C2C=CC([N+]([O-])=O)=CC=2)=O)[CH2:3][CH2:2]1.[NH:23]1[CH2:27][CH2:26][CH:25]([C:28]2[CH:29]=[N:30][CH:31]=[CH:32][CH:33]=2)[CH2:24]1.O. (2) Given the product [CH:13]1([C:2]2[CH:10]=[C:9]([CH3:11])[C:5]([C:6]([NH2:8])=[O:7])=[C:4]([F:12])[CH:3]=2)[CH2:15][CH2:14]1, predict the reactants needed to synthesize it. The reactants are: Br[C:2]1[CH:10]=[C:9]([CH3:11])[C:5]([C:6]([NH2:8])=[O:7])=[C:4]([F:12])[CH:3]=1.[CH:13]1(B(O)O)[CH2:15][CH2:14]1.C1(P(C2CCCCC2)C2CCCCC2)CCCCC1.C(=O)([O-])[O-].[K+].[K+].[OH-].[NH4+]. (3) Given the product [C:24]([O:28][C:29]([N:31]1[CH2:32][CH2:33][N:34]([C:37](=[O:38])[NH:12][C:10]2[S:9][C:5]3[N:6]=[CH:7][N:8]=[C:3]([O:2][CH3:1])[C:4]=3[N:11]=2)[CH2:35][CH2:36]1)=[O:30])([CH3:27])([CH3:25])[CH3:26], predict the reactants needed to synthesize it. The reactants are: [CH3:1][O:2][C:3]1[C:4]2[N:11]=[C:10]([NH2:12])[S:9][C:5]=2[N:6]=[CH:7][N:8]=1.[H-].[Na+].C(N(CC)C(C)C)(C)C.[C:24]([O:28][C:29]([N:31]1[CH2:36][CH2:35][N:34]([C:37](Cl)=[O:38])[CH2:33][CH2:32]1)=[O:30])([CH3:27])([CH3:26])[CH3:25]. (4) Given the product [C:1]([NH:9][C:10]1[CH:11]=[CH:12][C:13]([CH:16]2[C:25]([CH3:27])([CH3:26])[CH2:24][C:23]3[C:18](=[CH:19][CH:20]=[C:21]([C:28]([OH:30])=[O:29])[CH:22]=3)[NH:17]2)=[CH:14][CH:15]=1)(=[O:8])[C:2]1[CH:7]=[CH:6][CH:5]=[CH:4][CH:3]=1, predict the reactants needed to synthesize it. The reactants are: [C:1]([NH:9][C:10]1[CH:15]=[CH:14][C:13]([CH:16]2[C:25]([CH3:27])([CH3:26])[CH2:24][C:23]3[C:18](=[CH:19][CH:20]=[C:21]([C:28]([O:30]C)=[O:29])[CH:22]=3)[NH:17]2)=[CH:12][CH:11]=1)(=[O:8])[C:2]1[CH:7]=[CH:6][CH:5]=[CH:4][CH:3]=1.[OH-].[Na+]. (5) Given the product [Cl:22][C:16]1[CH:17]=[C:18]([F:21])[CH:19]=[CH:20][C:15]=1[CH:5]1[N:6]=[C:7]([C:9]2[CH:14]=[N:13][CH:12]=[CH:11][N:10]=2)[NH:8][C:3]([CH2:2][N:28]2[CH2:33][CH2:32][O:31][CH2:30][CH:29]2[C:34]([OH:36])=[O:35])=[C:4]1[C:23]([O:25][CH2:26][CH3:27])=[O:24], predict the reactants needed to synthesize it. The reactants are: Br[CH2:2][C:3]1[NH:8][C:7]([C:9]2[CH:14]=[N:13][CH:12]=[CH:11][N:10]=2)=[N:6][CH:5]([C:15]2[CH:20]=[CH:19][C:18]([F:21])=[CH:17][C:16]=2[Cl:22])[C:4]=1[C:23]([O:25][CH2:26][CH3:27])=[O:24].[NH:28]1[CH2:33][CH2:32][O:31][CH2:30][CH:29]1[C:34]([OH:36])=[O:35]. (6) Given the product [Br:12][C:9]1[CH:10]=[CH:11][C:3]([O:2][CH3:1])=[CH:4][C:5]=1[C:6]([OH:8])=[O:7], predict the reactants needed to synthesize it. The reactants are: [CH3:1][O:2][C:3]1[CH:4]=[C:5]([CH:9]=[CH:10][CH:11]=1)[C:6]([OH:8])=[O:7].[Br:12]Br.O.